This data is from Catalyst prediction with 721,799 reactions and 888 catalyst types from USPTO. The task is: Predict which catalyst facilitates the given reaction. (1) Reactant: [CH2:1]([O:3][C:4]([C:6]1[C:11](=[O:12])[NH:10][C:9]2[CH:13]=[CH:14][S:15][C:8]=2[C:7]=1[N:16]1[CH2:21][CH2:20][N:19]([C:22]([C:24]2[S:25][CH:26]=[CH:27][CH:28]=2)=[O:23])[CH2:18][CH2:17]1)=[O:5])[CH3:2].[H-].[Na+].[F:31][C:32]1[CH:39]=[CH:38][C:35]([CH2:36]Br)=[CH:34][CH:33]=1. Product: [CH2:1]([O:3][C:4]([C:6]1[C:11](=[O:12])[N:10]([CH2:36][C:35]2[CH:38]=[CH:39][C:32]([F:31])=[CH:33][CH:34]=2)[C:9]2[CH:13]=[CH:14][S:15][C:8]=2[C:7]=1[N:16]1[CH2:21][CH2:20][N:19]([C:22]([C:24]2[S:25][CH:26]=[CH:27][CH:28]=2)=[O:23])[CH2:18][CH2:17]1)=[O:5])[CH3:2]. The catalyst class is: 3. (2) The catalyst class is: 71. Product: [CH3:27][O:28][C:29]1[CH:30]=[C:31]([NH:32][C:2]2[C:3]3[NH:17][N:16]=[CH:15][C:4]=3[N:5]=[C:6]([C:8]3[CH:13]=[CH:12][CH:11]=[CH:10][C:9]=3[F:14])[N:7]=2)[CH:33]=[CH:34][C:35]=1[O:36][CH3:37]. Reactant: Cl[C:2]1[C:3]2[C:4](=[CH:15][N:16](CC3C=CC(OC)=CC=3)[N:17]=2)[N:5]=[C:6]([C:8]2[CH:13]=[CH:12][CH:11]=[CH:10][C:9]=2[F:14])[N:7]=1.[CH3:27][O:28][C:29]1[CH:30]=[C:31]([CH:33]=[CH:34][C:35]=1[O:36][CH3:37])[NH2:32].Cl. (3) Reactant: [CH2:1]([O:3][P:4]([CH2:9][C:10]1[CH:15]=[CH:14][C:13]([NH:16][C:17]2[N:22]=[C:21]([NH:23][C:24]3[C:29]4[C:30](=[O:34])[N:31]([CH3:33])[CH2:32][C:28]=4[CH:27]=[CH:26][N+:25]=3[O-])[C:20]([C:36]([F:39])([F:38])[F:37])=[CH:19][N:18]=2)=[C:12](OC)[CH:11]=1)(=[O:8])[O:5][CH2:6][CH3:7])[CH3:2].Cl.O. Product: [CH2:6]([O:5][P:4]([CH2:9][C:10]1[CH:15]=[CH:14][C:13]([NH:16][C:17]2[N:22]=[C:21]([NH:23][C:24]3[C:29]4[C:30](=[O:34])[N:31]([CH3:33])[CH2:32][C:28]=4[CH:27]=[CH:26][N:25]=3)[C:20]([C:36]([F:38])([F:39])[F:37])=[CH:19][N:18]=2)=[CH:12][CH:11]=1)(=[O:8])[O:3][CH2:1][CH3:2])[CH3:7]. The catalyst class is: 447. (4) Reactant: [C-:1]#[N:2].[Na+].[Cl:4][C:5]1[CH:10]=[C:9]([O:11][CH3:12])[CH:8]=[C:7]([CH2:13]Cl)[CH:6]=1. Product: [Cl:4][C:5]1[CH:6]=[C:7]([CH2:13][C:1]#[N:2])[CH:8]=[C:9]([O:11][CH3:12])[CH:10]=1. The catalyst class is: 3. (5) Reactant: Br[C:2]1[CH:3]=[CH:4][C:5]([F:28])=[C:6]([CH:8]2[N:12]([C:13]3[CH:18]=[CH:17][C:16]([F:19])=[CH:15][C:14]=3[F:20])[N:11]=[C:10]([C:21]([F:27])([F:26])[C:22]([F:25])([F:24])[F:23])[CH2:9]2)[CH:7]=1.[C:29]([O:33][C:34]([N:36]1[CH2:41][CH:40]=[C:39](B2OC(C)(C)C(C)(C)O2)[CH2:38][CH2:37]1)=[O:35])([CH3:32])([CH3:31])[CH3:30].C(=O)([O-])[O-].[Na+].[Na+].CCCC. Product: [F:20][C:14]1[CH:15]=[C:16]([F:19])[CH:17]=[CH:18][C:13]=1[N:12]1[CH:8]([C:6]2[CH:7]=[C:2]([C:39]3[CH2:38][CH2:37][N:36]([C:34]([O:33][C:29]([CH3:30])([CH3:31])[CH3:32])=[O:35])[CH2:41][CH:40]=3)[CH:3]=[CH:4][C:5]=2[F:28])[CH2:9][C:10]([C:21]([F:27])([F:26])[C:22]([F:25])([F:23])[F:24])=[N:11]1. The catalyst class is: 461. (6) Reactant: [CH2:1]([C@@](C(O)=O)(CO)N)[C:2]1[CH:7]=[CH:6][CH:5]=[CH:4][CH:3]=1.C(N(CC)CC)C.Cl.C(=N)(OCC)C1C=CC=CC=1.Cl.[C:35]([O:39][C:40](=[O:45])[C@H:41]([CH2:43][OH:44])[NH2:42])([CH3:38])([CH3:37])[CH3:36]. Product: [C:35]([O:39][C:40]([CH:41]1[CH2:43][O:44][C:1]([C:2]2[CH:3]=[CH:4][CH:5]=[CH:6][CH:7]=2)=[N:42]1)=[O:45])([CH3:38])([CH3:37])[CH3:36]. The catalyst class is: 2.